This data is from Full USPTO retrosynthesis dataset with 1.9M reactions from patents (1976-2016). The task is: Predict the reactants needed to synthesize the given product. (1) The reactants are: Cl[C:2]1[CH:7]=[CH:6][N:5]=[C:4]2[CH:8]=[C:9]([C:11]([N:13]3[CH2:17][CH2:16][CH2:15][CH2:14]3)=[O:12])[S:10][C:3]=12.[CH3:18][NH:19][C:20]([C:22]1[C:30]2[C:25](=[CH:26][C:27]([OH:31])=[CH:28][CH:29]=2)[N:24]([CH3:32])[C:23]=1[CH3:33])=[O:21].C([O-])([O-])=O.[Cs+].[Cs+]. Given the product [CH3:18][NH:19][C:20]([C:22]1[C:30]2[C:25](=[CH:26][C:27]([O:31][C:2]3[CH:7]=[CH:6][N:5]=[C:4]4[CH:8]=[C:9]([C:11]([N:13]5[CH2:17][CH2:16][CH2:15][CH2:14]5)=[O:12])[S:10][C:3]=34)=[CH:28][CH:29]=2)[N:24]([CH3:32])[C:23]=1[CH3:33])=[O:21], predict the reactants needed to synthesize it. (2) Given the product [Cl:1][C:2]1[C:6]([N:7]([CH2:14][CH3:15])[C:8](=[O:13])[CH2:9][CH2:10][N:11]([CH3:12])[C:31](=[O:32])[CH2:30][C:29]([F:35])([F:34])[F:28])=[CH:5][N:4]([C:16]2[CH:17]=[N:18][CH:19]=[CH:20][CH:21]=2)[N:3]=1, predict the reactants needed to synthesize it. The reactants are: [Cl:1][C:2]1[C:6]([N:7]([CH2:14][CH3:15])[C:8](=[O:13])[CH2:9][CH2:10][NH:11][CH3:12])=[CH:5][N:4]([C:16]2[CH:17]=[N:18][CH:19]=[CH:20][CH:21]=2)[N:3]=1.N1C=CC=CC=1.[F:28][C:29]([F:35])([F:34])[CH2:30][C:31](Cl)=[O:32]. (3) Given the product [Cl:28][C:14]1[CH:13]=[N:12][C:11]2=[N:16][C:15]=1[NH:17][CH2:18][CH2:19][CH2:20][C:21]1[CH:22]=[C:23]([O:27][CH2:2][CH2:3][C:4]3[CH:5]=[C:6]([NH:10]2)[CH:7]=[CH:8][CH:9]=3)[CH:24]=[CH:25][CH:26]=1, predict the reactants needed to synthesize it. The reactants are: Br[CH2:2][CH2:3][C:4]1[CH:5]=[C:6]([NH:10][C:11]2[N:16]=[C:15]([NH:17][CH2:18][CH2:19][CH2:20][C:21]3[CH:22]=[C:23]([OH:27])[CH:24]=[CH:25][CH:26]=3)[C:14]([Cl:28])=[CH:13][N:12]=2)[CH:7]=[CH:8][CH:9]=1.[OH-].[Na+].Cl. (4) The reactants are: [CH3:1][N:2]([S:16]([CH3:19])(=[O:18])=[O:17])[C:3]1[CH:4]=[C:5]([CH:10]=[C:11]([N+:13]([O-])=O)[CH:12]=1)[C:6]([O:8]C)=[O:7].[C:20](#N)[CH2:21][CH3:22].C([O-])=O.[NH4+].[OH-].[Na+].C([O-])(=O)CC(CC([O-])=O)(C([O-])=O)O. Given the product [CH2:20]([NH:13][C:11]1[CH:12]=[C:3]([N:2]([CH3:1])[S:16]([CH3:19])(=[O:18])=[O:17])[CH:4]=[C:5]([CH:10]=1)[C:6]([OH:8])=[O:7])[CH2:21][CH3:22], predict the reactants needed to synthesize it.